This data is from Forward reaction prediction with 1.9M reactions from USPTO patents (1976-2016). The task is: Predict the product of the given reaction. (1) Given the reactants [C:1]([C:3]1[C:4](=[O:24])[N:5]([C:11]2[CH:16]=[CH:15][C:14]([C:17]([CH3:23])([CH3:22])[C:18]([O:20][CH3:21])=[O:19])=[CH:13][CH:12]=2)[CH2:6][CH2:7][C:8]=1OC)#[N:2].[N:25]#[C:26][NH2:27].[CH3:28][O-:29].[Na+].S(=O)(=O)(O)O.[OH-].[Na+], predict the reaction product. The product is: [NH2:2][C:1]1[C:3]2[C:4](=[O:24])[N:5]([C:11]3[CH:12]=[CH:13][C:14]([C:17]([CH3:23])([CH3:22])[C:18]([O:20][CH3:21])=[O:19])=[CH:15][CH:16]=3)[CH2:6][CH2:7][C:8]=2[N:25]=[C:26]([O:29][CH3:28])[N:27]=1. (2) The product is: [F:8][C:6]1[CH:5]=[CH:4][C:3]([O:9][CH3:10])=[C:2]([N:22]2[C:23]3[CH:11]=[CH:12][CH:13]=[CH:14][C:15]=3[C:16]3[C:21]2=[CH:20][CH:19]=[CH:18][CH:17]=3)[CH:7]=1. Given the reactants Br[C:2]1[CH:7]=[C:6]([F:8])[CH:5]=[CH:4][C:3]=1[O:9][CH3:10].[CH:11]1[C:23]2[NH:22][C:21]3[C:16](=[CH:17][CH:18]=[CH:19][CH:20]=3)[C:15]=2[CH:14]=[CH:13][CH:12]=1, predict the reaction product. (3) Given the reactants [F:1][C:2]1[CH:3]=[CH:4][C:5]2[C:14]([CH:15]=1)=[N:13][C:12](O)=[C:11]1[C:6]=2[CH:7]=[CH:8][CH:9]=[CH:10]1.P(Cl)(Cl)([Cl:19])=O.CN(C)C=O, predict the reaction product. The product is: [Cl:19][C:12]1[N:13]=[C:14]2[C:5](=[C:6]3[C:11]=1[CH:10]=[CH:9][CH:8]=[CH:7]3)[CH:4]=[CH:3][C:2]([F:1])=[CH:15]2. (4) Given the reactants Cl[C:2]1[N:7]=[C:6]([S:8][CH3:9])[N:5]=[C:4]([NH:10][CH2:11][C:12]2[S:13][CH:14]=[CH:15][N:16]=2)[C:3]=1[F:17].O.[NH2:19][NH2:20], predict the reaction product. The product is: [F:17][C:3]1[C:2](=[N:19][NH2:20])[N:7]=[C:6]([S:8][CH3:9])[NH:5][C:4]=1[NH:10][CH2:11][C:12]1[S:13][CH:14]=[CH:15][N:16]=1.